Dataset: Catalyst prediction with 721,799 reactions and 888 catalyst types from USPTO. Task: Predict which catalyst facilitates the given reaction. (1) Reactant: [CH3:1][N:2]1[CH2:6][CH2:5][N:4]=[C:3]1[C:7]1[CH:12]=[CH:11][C:10]([NH:13][C:14](=[O:38])[C:15]([CH:35]=[C:36]=[O:37])(OCC2C=CC=CC=2)[NH:16][C:17]([NH:19][C:20]2[CH:25]=[CH:24][C:23]([Cl:26])=[CH:22][CH:21]=2)=[O:18])=[CH:9][CH:8]=1.[OH-:39].[Na+]. Product: [CH3:1][N:2]1[CH2:6][CH2:5][N:4]=[C:3]1[C:7]1[CH:12]=[CH:11][C:10]([NH:13][C:14](=[O:38])[CH:15]([CH2:35][C:36]([OH:37])=[O:39])[NH:16][C:17]([NH:19][C:20]2[CH:25]=[CH:24][C:23]([Cl:26])=[CH:22][CH:21]=2)=[O:18])=[CH:9][CH:8]=1. The catalyst class is: 5. (2) Reactant: Br[C:2]1[CH:10]=[CH:9][CH:8]=[C:7]2[C:3]=1[CH2:4][CH2:5][C@@H:6]2[O:11][Si:12]([C:15]([CH3:18])([CH3:17])[CH3:16])([CH3:14])[CH3:13].[CH3:19][C:20]1([CH3:36])[C:24]([CH3:26])([CH3:25])[O:23][B:22]([B:22]2[O:23][C:24]([CH3:26])([CH3:25])[C:20]([CH3:36])([CH3:19])[O:21]2)[O:21]1.C([O-])(=O)C.[K+].N#N.C(Cl)Cl. Product: [C:15]([Si:12]([CH3:14])([CH3:13])[O:11][C@@H:6]1[C:7]2[C:3](=[C:2]([B:22]3[O:23][C:24]([CH3:26])([CH3:25])[C:20]([CH3:36])([CH3:19])[O:21]3)[CH:10]=[CH:9][CH:8]=2)[CH2:4][CH2:5]1)([CH3:18])([CH3:17])[CH3:16]. The catalyst class is: 75. (3) Reactant: [C:1]([CH2:6][CH:7]=P(C1C=CC=CC=1)(C1C=CC=CC=1)C1C=CC=CC=1)([O:3][CH2:4][CH3:5])=[O:2].[CH2:27]([O:34][C:35]1[CH:42]=[CH:41][C:38]([CH:39]=O)=[CH:37][CH:36]=1)[C:28]1[CH:33]=[CH:32][CH:31]=[CH:30][CH:29]=1.CCOC(C)=O. Product: [CH2:27]([O:34][C:35]1[CH:42]=[CH:41][C:38](/[CH:39]=[C:6](\[CH3:7])/[C:1]([O:3][CH2:4][CH3:5])=[O:2])=[CH:37][CH:36]=1)[C:28]1[CH:33]=[CH:32][CH:31]=[CH:30][CH:29]=1. The catalyst class is: 1. (4) Reactant: [C:1]([C:5]1[CH:6]=[C:7]([N+:14]([O-:16])=[O:15])[C:8]([OH:13])=[C:9]([CH:12]=1)[C:10]#[N:11])([CH3:4])([CH3:3])[CH3:2].[CH:17](N(CC)C(C)C)(C)C.C[Si](C=[N+]=[N-])(C)C. Product: [C:1]([C:5]1[CH:6]=[C:7]([N+:14]([O-:16])=[O:15])[C:8]([O:13][CH3:17])=[C:9]([CH:12]=1)[C:10]#[N:11])([CH3:4])([CH3:2])[CH3:3]. The catalyst class is: 449. (5) Reactant: [N+:1]([C:4]1[CH:9]=[CH:8][CH:7]=[C:6]([NH2:10])[C:5]=1[NH2:11])([O-:3])=[O:2].[CH:12]([CH:14]=O)=O. Product: [N+:1]([C:4]1[CH:9]=[CH:8][CH:7]=[C:6]2[C:5]=1[N:11]=[CH:12][CH:14]=[N:10]2)([O-:3])=[O:2]. The catalyst class is: 8. (6) Reactant: [C:1]([O:5][C:6](=[O:41])[NH:7][C@H:8]([C:35]1[CH:40]=[CH:39][CH:38]=[CH:37][CH:36]=1)[CH2:9][N:10]1[C:15](=[O:16])[C:14]([N:17]2[CH2:22][CH2:21][NH:20][C:19](=[O:23])[CH2:18]2)=[C:13]([CH3:24])[N:12]([CH2:25][C:26]2[C:31]([F:32])=[CH:30][CH:29]=[CH:28][C:27]=2[F:33])[C:11]1=[O:34])([CH3:4])([CH3:3])[CH3:2].[H-].[Na+].[N+:44]([C:47]1[CH:48]=[C:49]([CH:52]=[CH:53][CH:54]=1)[CH2:50]Br)([O-:46])=[O:45].[Cl-].[NH4+]. Product: [C:1]([O:5][C:6](=[O:41])[NH:7][C@H:8]([C:35]1[CH:36]=[CH:37][CH:38]=[CH:39][CH:40]=1)[CH2:9][N:10]1[C:15](=[O:16])[C:14]([N:17]2[CH2:22][CH2:21][N:20]([CH2:50][C:49]3[CH:52]=[CH:53][CH:54]=[C:47]([N+:44]([O-:46])=[O:45])[CH:48]=3)[C:19](=[O:23])[CH2:18]2)=[C:13]([CH3:24])[N:12]([CH2:25][C:26]2[C:31]([F:32])=[CH:30][CH:29]=[CH:28][C:27]=2[F:33])[C:11]1=[O:34])([CH3:2])([CH3:3])[CH3:4]. The catalyst class is: 266. (7) Reactant: [CH:1]1[C:6](/[CH:7]=[CH:8]/[CH:9]=[CH:10]/[C:11]([N:13]2[CH2:18][CH2:17][CH2:16][CH2:15][CH2:14]2)=[O:12])=[CH:5][C:4]2[O:19][CH2:20][O:21][C:3]=2[CH:2]=1.[H][H]. Product: [CH:1]1[C:6]([CH2:7][CH2:8][CH2:9][CH2:10][C:11]([N:13]2[CH2:14][CH2:15][CH2:16][CH2:17][CH2:18]2)=[O:12])=[CH:5][C:4]2[O:19][CH2:20][O:21][C:3]=2[CH:2]=1. The catalyst class is: 29. (8) Reactant: [S:1]([C:5]1[CH:10]=[CH:9][C:8]([NH:11]C(=O)C)=[CH:7][N:6]=1)(=[O:4])(=[O:3])[NH2:2]. Product: [S:1]([C:5]1[CH:10]=[CH:9][C:8]([NH2:11])=[CH:7][N:6]=1)(=[O:4])(=[O:3])[NH2:2]. The catalyst class is: 74. (9) Reactant: [OH:1][CH2:2][CH2:3][NH:4][C@:5]12[CH2:40][CH2:39][C@@H:38]([C:41]([CH3:43])=[CH2:42])[C@@H:6]1[C@@H:7]1[C@@:20]([CH3:23])([CH2:21][CH2:22]2)[C@@:19]2([CH3:24])[C@@H:10]([C@:11]3([CH3:37])[C@@H:16]([CH2:17][CH2:18]2)[C:15]([CH3:26])([CH3:25])[C:14]([C:27]2[CH:36]=[CH:35][C:30]([C:31]([O:33]C)=[O:32])=[CH:29][CH:28]=2)=[CH:13][CH2:12]3)[CH2:9][CH2:8]1.[OH-].[Na+]. Product: [OH:1][CH2:2][CH2:3][NH:4][C@:5]12[CH2:40][CH2:39][C@@H:38]([C:41]([CH3:43])=[CH2:42])[C@@H:6]1[C@@H:7]1[C@@:20]([CH3:23])([CH2:21][CH2:22]2)[C@@:19]2([CH3:24])[C@@H:10]([C@:11]3([CH3:37])[C@@H:16]([CH2:17][CH2:18]2)[C:15]([CH3:26])([CH3:25])[C:14]([C:27]2[CH:28]=[CH:29][C:30]([C:31]([OH:33])=[O:32])=[CH:35][CH:36]=2)=[CH:13][CH2:12]3)[CH2:9][CH2:8]1. The catalyst class is: 169. (10) The catalyst class is: 1. Reactant: [Cl:1][C:2]1[CH:7]=[CH:6][C:5]([C:8]2[C:12]([CH2:13][O:14][C:15]3[CH:16]=[C:17]([C:21](O)=[O:22])[N:18]([CH3:20])[N:19]=3)=[C:11]([CH2:24][OH:25])[O:10][N:9]=2)=[CH:4][CH:3]=1.O.ON1C2C=CC=CC=2N=N1.C(N(C(C)C)C(C)C)C.[NH2:46][C:47]([CH3:51])([CH3:50])[CH2:48][OH:49].[Cl-].[Na+]. Product: [OH:49][CH2:48][C:47]([NH:46][C:21]([C:17]1[N:18]([CH3:20])[N:19]=[C:15]([O:14][CH2:13][C:12]2[C:8]([C:5]3[CH:6]=[CH:7][C:2]([Cl:1])=[CH:3][CH:4]=3)=[N:9][O:10][C:11]=2[CH2:24][OH:25])[CH:16]=1)=[O:22])([CH3:51])[CH3:50].